Dataset: Forward reaction prediction with 1.9M reactions from USPTO patents (1976-2016). Task: Predict the product of the given reaction. (1) Given the reactants [C:1]([NH2:10])(=[O:9])[C:2]1[C:3](=[CH:5][CH:6]=[CH:7][CH:8]=1)[NH2:4].[CH:11]1([CH:17]=O)[CH2:16][CH2:15][CH2:14][CH2:13][CH2:12]1, predict the reaction product. The product is: [CH:11]1([CH:17]2[NH:10][C:1](=[O:9])[C:2]3[C:3](=[CH:5][CH:6]=[CH:7][CH:8]=3)[NH:4]2)[CH2:16][CH2:15][CH2:14][CH2:13][CH2:12]1. (2) Given the reactants [Mg].[CH3:2][O:3][C:4]1[CH:9]=[CH:8][C:7]([C:10]#[C:11][C:12]2[CH:17]=[CH:16][C:15](Br)=[CH:14][CH:13]=2)=[CH:6][CH:5]=1.N#N.II.[CH:23](N1CCCCC1)=[O:24].Cl, predict the reaction product. The product is: [CH3:2][O:3][C:4]1[CH:9]=[CH:8][C:7]([C:10]#[C:11][C:12]2[CH:17]=[CH:16][C:15]([CH:23]=[O:24])=[CH:14][CH:13]=2)=[CH:6][CH:5]=1. (3) The product is: [CH3:19][O:18][C:14]1[CH:13]=[C:12]([CH:17]=[CH:16][CH:15]=1)[CH2:11][N:9]([CH3:10])[C:7]([C:5]1[S:6][C:2]([C:25]2[CH:26]=[C:21]([CH3:20])[CH:22]=[CH:23][CH:24]=2)=[CH:3][CH:4]=1)=[O:8]. Given the reactants Br[C:2]1[S:6][C:5]([C:7]([N:9]([CH2:11][C:12]2[CH:17]=[CH:16][CH:15]=[C:14]([O:18][CH3:19])[CH:13]=2)[CH3:10])=[O:8])=[CH:4][CH:3]=1.[CH3:20][C:21]1[CH:22]=[C:23](B(O)O)[CH:24]=[CH:25][CH:26]=1, predict the reaction product. (4) Given the reactants Br[C:2]1[CH:7]=[C:6]([F:8])[C:5]([S:9]([CH3:12])(=[O:11])=[O:10])=[CH:4][C:3]=1[F:13].CCCC.[F:18][C:19]1[CH:24]=[C:23]([F:25])[CH:22]=[CH:21][C:20]=1[N:26]1[CH:30]([C:31]2[CH:36]=[CH:35][CH:34]=[C:33](B3OC(C)(C)C(C)(C)O3)[CH:32]=2)[CH2:29][C:28]([C:46]([F:52])([F:51])[C:47]([F:50])([F:49])[F:48])=[N:27]1.C(=O)([O-])[O-].[Na+].[Na+], predict the reaction product. The product is: [F:13][C:3]1[CH:4]=[C:5]([S:9]([CH3:12])(=[O:11])=[O:10])[C:6]([F:8])=[CH:7][C:2]=1[C:33]1[CH:34]=[CH:35][CH:36]=[C:31]([CH:30]2[N:26]([C:20]3[CH:21]=[CH:22][C:23]([F:25])=[CH:24][C:19]=3[F:18])[N:27]=[C:28]([C:46]([F:52])([F:51])[C:47]([F:48])([F:50])[F:49])[CH2:29]2)[CH:32]=1. (5) Given the reactants C[O-].[Na+].[CH3:4][C:5]1[N:14]=[CH:13][C:12]2[CH2:11][CH2:10][CH:9]3[CH:15]([CH3:22])[C:16]4[O:20][N:19]=[CH:18][C:17]=4[CH2:21][C:8]3([C:23]3[CH:28]=[CH:27][CH:26]=[CH:25][CH:24]=3)[C:7]=2[N:6]=1, predict the reaction product. The product is: [CH3:4][C:5]1[N:14]=[CH:13][C:12]2[CH2:11][CH2:10][CH:9]3[CH:15]([CH3:22])[C:16](=[O:20])[CH:17]([C:18]#[N:19])[CH2:21][C:8]3([C:23]3[CH:24]=[CH:25][CH:26]=[CH:27][CH:28]=3)[C:7]=2[N:6]=1. (6) Given the reactants [NH2:1][OH:2].[NH:3]1[C:11]2[C:6](=[C:7]([C:12]3[N:13]=[C:14]([N:38]4[CH2:43][CH2:42][O:41][CH2:40][CH2:39]4)[C:15]4[S:20][C:19]([CH2:21][N:22]([C:31]([O:33][C:34]([CH3:37])([CH3:36])[CH3:35])=[O:32])[CH2:23][CH2:24][CH2:25][C:26]([O:28]CC)=O)=[CH:18][C:16]=4[N:17]=3)[CH:8]=[CH:9][CH:10]=2)[CH:5]=[N:4]1, predict the reaction product. The product is: [NH:3]1[C:11]2[C:6](=[C:7]([C:12]3[N:13]=[C:14]([N:38]4[CH2:39][CH2:40][O:41][CH2:42][CH2:43]4)[C:15]4[S:20][C:19]([CH2:21][N:22]([CH2:23][CH2:24][CH2:25][C:26]([NH:1][OH:2])=[O:28])[C:31](=[O:32])[O:33][C:34]([CH3:37])([CH3:35])[CH3:36])=[CH:18][C:16]=4[N:17]=3)[CH:8]=[CH:9][CH:10]=2)[CH:5]=[N:4]1.